From a dataset of Merck oncology drug combination screen with 23,052 pairs across 39 cell lines. Regression. Given two drug SMILES strings and cell line genomic features, predict the synergy score measuring deviation from expected non-interaction effect. (1) Drug 1: NC1(c2ccc(-c3nc4ccn5c(=O)[nH]nc5c4cc3-c3ccccc3)cc2)CCC1. Drug 2: COC1CC2CCC(C)C(O)(O2)C(=O)C(=O)N2CCCCC2C(=O)OC(C(C)CC2CCC(OP(C)(C)=O)C(OC)C2)CC(=O)C(C)C=C(C)C(O)C(OC)C(=O)C(C)CC(C)C=CC=CC=C1C. Cell line: T47D. Synergy scores: synergy=17.0. (2) Drug 1: O=C(NOCC(O)CO)c1ccc(F)c(F)c1Nc1ccc(I)cc1F. Drug 2: COC1CC2CCC(C)C(O)(O2)C(=O)C(=O)N2CCCCC2C(=O)OC(C(C)CC2CCC(OP(C)(C)=O)C(OC)C2)CC(=O)C(C)C=C(C)C(O)C(OC)C(=O)C(C)CC(C)C=CC=CC=C1C. Cell line: CAOV3. Synergy scores: synergy=77.2.